This data is from Catalyst prediction with 721,799 reactions and 888 catalyst types from USPTO. The task is: Predict which catalyst facilitates the given reaction. (1) Reactant: [H-].[Na+].[NH2:3][C:4]1[CH:5]=[CH:6][C:7]([N:10]2[CH:14]=[CH:13][C:12]([CH:15]([C:17]3[CH:29]=[CH:28][C:20]4[N:21]([CH2:25][O:26][CH3:27])[C:22](=[O:24])[S:23][C:19]=4[CH:18]=3)[CH3:16])=[N:11]2)=[N:8][CH:9]=1.Br[CH2:31][C:32]([O:34][CH2:35][CH3:36])=[O:33]. Product: [CH3:27][O:26][CH2:25][N:21]1[C:20]2[CH:28]=[CH:29][C:17]([CH:15]([C:12]3[CH:13]=[CH:14][N:10]([C:7]4[N:8]=[CH:9][C:4]([NH:3][CH2:31][C:32]([O:34][CH2:35][CH3:36])=[O:33])=[CH:5][CH:6]=4)[N:11]=3)[CH3:16])=[CH:18][C:19]=2[S:23][C:22]1=[O:24]. The catalyst class is: 9. (2) Reactant: [C:1]([CH:3]1[CH2:13][C:12]2[C:14]3[C:9]([N:10]([CH2:15][C:16]4[C:21]([CH3:22])=[C:20]([O:23][CH3:24])[C:19]([CH3:25])=[CH:18][N:17]=4)[N:11]=2)=[N:8][C:7]([N:26](C(OC(C)(C)C)=O)C(OC(C)(C)C)=O)=[N:6][C:5]=3[S:4]1)#[N:2].C[O:42]C1C(C)=CN=C(CN2C3C4C(CC(C)SC=4N=C(N)N=3)=N2)C=1C.Cl.C(=O)(O)[O-].[Na+]. Product: [NH2:26][C:7]1[N:8]=[C:9]2[C:14]3[C:12]([CH2:13][CH:3]([C:1]([NH2:2])=[O:42])[S:4][C:5]=3[N:6]=1)=[N:11][N:10]2[CH2:15][C:16]1[C:21]([CH3:22])=[C:20]([O:23][CH3:24])[C:19]([CH3:25])=[CH:18][N:17]=1. The catalyst class is: 6.